This data is from Reaction yield outcomes from USPTO patents with 853,638 reactions. The task is: Predict the reaction yield, written as a fraction of the theoretical maximum amount of product (1.0 means a 100% yield; for example, 0.34 means a 34% yield). (1) The reactants are [CH:1]([N:4]1[CH2:9][CH2:8][N:7]([C:10]([C:12]2[CH:13]=[C:14]3[C:18](=[CH:19][CH:20]=2)[NH:17][C:16]([C:21]([N:23]2[CH2:28][CH2:27][CH:26]([O:29][CH3:30])[CH2:25][CH2:24]2)=[O:22])=[CH:15]3)=[O:11])[CH2:6][CH2:5]1)([CH3:3])[CH3:2].[H-].[Na+].[CH:33]1([CH2:36]Br)[CH2:35][CH2:34]1. The catalyst is CN(C)C=O. The product is [CH:33]1([CH2:36][N:17]2[C:18]3[C:14](=[CH:13][C:12]([C:10]([N:7]4[CH2:8][CH2:9][N:4]([CH:1]([CH3:3])[CH3:2])[CH2:5][CH2:6]4)=[O:11])=[CH:20][CH:19]=3)[CH:15]=[C:16]2[C:21]([N:23]2[CH2:28][CH2:27][CH:26]([O:29][CH3:30])[CH2:25][CH2:24]2)=[O:22])[CH2:35][CH2:34]1. The yield is 0.620. (2) The catalyst is C1COCC1. The reactants are [H-].[Al+3].[Li+].[H-].[H-].[H-].[CH2:7]([O:14][C:15]1[CH:22]=[CH:21][C:18]([C:19]#[N:20])=[C:17]([NH:23][CH2:24][CH2:25][CH2:26][O:27][CH3:28])[CH:16]=1)[C:8]1[CH:13]=[CH:12][CH:11]=[CH:10][CH:9]=1. The product is [NH2:20][CH2:19][C:18]1[CH:21]=[CH:22][C:15]([O:14][CH2:7][C:8]2[CH:13]=[CH:12][CH:11]=[CH:10][CH:9]=2)=[CH:16][C:17]=1[NH:23][CH2:24][CH2:25][CH2:26][O:27][CH3:28]. The yield is 0.560. (3) The reactants are [F:1][C:2]1[CH:18]=[CH:17][C:5]2[S:6][C:7]([CH2:9][CH2:10][NH:11][C:12](=O)[O:13]CC)=[CH:8][C:4]=2[CH:3]=1.O=P12OP3(OP(OP(O3)(O1)=O)(=O)O2)=O. The catalyst is O=P(Cl)(Cl)Cl. The product is [F:1][C:2]1[CH:18]=[CH:17][C:5]2[S:6][C:7]3[CH2:9][CH2:10][NH:11][C:12](=[O:13])[C:8]=3[C:4]=2[CH:3]=1. The yield is 0.483. (4) No catalyst specified. The yield is 1.18. The reactants are CC[C@@H]1[C@@H]2C[C@H]([C@@H](OC3C4C(=CC=CC=4)C(O[C@@H](C4C=CN=C5C=4C=C(OC)C=C5)[C@@H]4N5C[C@H](CC)[C@@H](CC5)C4)=NN=3)C3C=CN=C4C=3C=C([O:22]C)C=C4)N(CC2)C1.CS(N)(=O)=O.[CH3:64][O:65][N:66]([CH3:72])[C:67](=[O:71])[C:68]([CH3:70])=[CH2:69].[OH2:73]. The product is [OH:73][C@@:68]([CH3:70])([CH2:69][OH:22])[C:67]([N:66]([O:65][CH3:64])[CH3:72])=[O:71]. (5) The reactants are [NH2:1][C:2]1[C:16]([C:17]([OH:19])=O)=[C:5]2[N:6]=[C:7]([O:10][CH2:11][CH2:12][N:13]([CH3:15])[CH3:14])[CH:8]=[CH:9][N:4]2[N:3]=1.CCN(CC)CC.CN(C(ON1N=NC2C=CC=CC1=2)=[N+](C)C)C.[B-](F)(F)(F)F.[CH3:49][C:50]1[CH:55]=[CH:54][N:53]=[CH:52][C:51]=1[NH2:56]. The catalyst is CN1C(=O)CCC1. The product is [NH2:1][C:2]1[C:16]([C:17]([NH:56][C:51]2[CH:52]=[N:53][CH:54]=[CH:55][C:50]=2[CH3:49])=[O:19])=[C:5]2[N:6]=[C:7]([O:10][CH2:11][CH2:12][N:13]([CH3:14])[CH3:15])[CH:8]=[CH:9][N:4]2[N:3]=1. The yield is 0.420. (6) The reactants are Br[CH2:2][CH2:3][O:4][C:5]1[CH:6]=[CH:7][C:8]([C:21]2[NH:30][C:29](=[O:31])[C:28]3[C:23](=[CH:24][C:25]([O:34][CH3:35])=[CH:26][C:27]=3[O:32][CH3:33])[N:22]=2)=[N:9][C:10]=1[C:11]1[CH:16]=[CH:15][C:14]([S:17]([CH3:20])(=[O:19])=[O:18])=[CH:13][CH:12]=1.[CH:36]([NH2:39])([CH3:38])[CH3:37]. The catalyst is CS(C)=O.O. The product is [CH:36]([NH:39][CH2:2][CH2:3][O:4][C:5]1[CH:6]=[CH:7][C:8]([C:21]2[NH:30][C:29](=[O:31])[C:28]3[C:23](=[CH:24][C:25]([O:34][CH3:35])=[CH:26][C:27]=3[O:32][CH3:33])[N:22]=2)=[N:9][C:10]=1[C:11]1[CH:16]=[CH:15][C:14]([S:17]([CH3:20])(=[O:19])=[O:18])=[CH:13][CH:12]=1)([CH3:38])[CH3:37]. The yield is 0.770.